Dataset: Reaction yield outcomes from USPTO patents with 853,638 reactions. Task: Predict the reaction yield, written as a fraction of the theoretical maximum amount of product (1.0 means a 100% yield; for example, 0.34 means a 34% yield). (1) The reactants are [CH3:1][O:2][C:3]1[C:4]([O:18][CH2:19][CH2:20][CH2:21][N:22]2[C:34]3[CH:33]=[CH:32][CH:31]=[CH:30][C:29]=3[C:28]3[C:23]2=[CH:24][CH:25]=[CH:26][CH:27]=3)=[CH:5][C:6]2[N:12]=[CH:11][C@@H:10]3[CH2:13][CH2:14][CH2:15][N:9]3[C:8](=[O:16])[C:7]=2[CH:17]=1.[C:35]([O-:38])([O-])=O.[Ca+2]. The catalyst is C(#N)C.O.Cl[Hg]Cl. The product is [CH3:1][O:2][C:3]1[C:4]([O:18][CH2:19][CH2:20][CH2:21][N:22]2[C:23]3[CH:24]=[CH:25][C:26]([C:6]4[CH:5]=[CH:4][C:3]([O:2][CH3:1])=[CH:17][CH:7]=4)=[CH:27][C:28]=3[C:29]3[C:34]2=[CH:33][CH:32]=[C:31]([C:24]2[CH:23]=[CH:28][C:27]([O:38][CH3:35])=[CH:26][CH:25]=2)[CH:30]=3)=[CH:5][C:6]2[N:12]=[CH:11][C@@H:10]3[CH2:13][CH2:14][CH2:15][N:9]3[C:8](=[O:16])[C:7]=2[CH:17]=1. The yield is 0.580. (2) The reactants are [H-].[Na+].[CH3:3][O:4][C:5]([C:7]1[NH:8][C:9]([Br:25])=[C:10]([C:18]2[CH:23]=[CH:22][C:21]([F:24])=[CH:20][CH:19]=2)[C:11]=1[C:12]1[CH:17]=[CH:16][N:15]=[CH:14][CH:13]=1)=[O:6].[CH3:26]I. The catalyst is CS(C)=O. The product is [CH3:3][O:4][C:5]([C:7]1[N:8]([CH3:26])[C:9]([Br:25])=[C:10]([C:18]2[CH:23]=[CH:22][C:21]([F:24])=[CH:20][CH:19]=2)[C:11]=1[C:12]1[CH:13]=[CH:14][N:15]=[CH:16][CH:17]=1)=[O:6]. The yield is 0.810. (3) The reactants are [Si]([O:8][CH2:9][C:10]1[CH:11]=[C:12]([NH:16][C:17]2[N:25]=[C:24]3[C:20]([NH:21][C:22](=[O:34])[N:23]3[C:26]3[CH:31]=[CH:30][CH:29]=[CH:28][C:27]=3[O:32][CH3:33])=[C:19]([C:35]([O:37]CC)=O)[N:18]=2)[CH:13]=[CH:14][CH:15]=1)(C(C)(C)C)(C)C.[NH2:40]C1C(C(OCC)=O)=NC(NC2C=CC=C(CO[Si](C(C)(C)C)(C)C)C=2)=NC=1NC1C=CC=CC=1OC. The catalyst is ClCCl. The product is [OH:8][CH2:9][C:10]1[CH:11]=[C:12]([NH:16][C:17]2[N:25]=[C:24]3[C:20]([NH:21][C:22](=[O:34])[N:23]3[C:26]3[CH:31]=[CH:30][CH:29]=[CH:28][C:27]=3[O:32][CH3:33])=[C:19]([C:35]([NH2:40])=[O:37])[N:18]=2)[CH:13]=[CH:14][CH:15]=1. The yield is 0.710. (4) The reactants are [CH2:1]([O:3][C:4](=[O:17])[CH:5]([C:7]1[CH:12]=[CH:11][C:10]([CH2:13][CH:14]([CH3:16])[CH3:15])=[CH:9][CH:8]=1)[CH3:6])[CH3:2].[Li+].CC([N-]C(C)C)C.[Br:26][CH2:27][CH2:28][CH2:29][CH2:30]Br.O. The catalyst is C1COCC1. The product is [CH2:1]([O:3][C:4](=[O:17])[C:5]([C:7]1[CH:8]=[CH:9][C:10]([CH2:13][CH:14]([CH3:16])[CH3:15])=[CH:11][CH:12]=1)([CH3:6])[CH2:30][CH2:29][CH2:28][CH2:27][Br:26])[CH3:2]. The yield is 0.880. (5) The reactants are [N+:1]([C:4]1[CH:5]=[CH:6][C:7]2[O:11][C:10](=S)[NH:9][C:8]=2[CH:13]=1)([O-:3])=[O:2].[NH:14]1[CH2:19][CH2:18][O:17][CH2:16][CH2:15]1.O. The yield is 0.920. The product is [O:17]1[CH2:18][CH2:19][N:14]([C:10]2[O:11][C:7]3[CH:6]=[CH:5][C:4]([N+:1]([O-:3])=[O:2])=[CH:13][C:8]=3[N:9]=2)[CH2:15][CH2:16]1. The catalyst is O1CCCC1. (6) The reactants are [Cl:1][C:2]1[CH:7]=[CH:6][C:5]([C:8]2[N:9]=[C:10]3[CH:15]=[CH:14][C:13]([C:16]4[CH:21]=[CH:20][CH:19]=[CH:18][CH:17]=4)=[CH:12][N:11]3[C:22]=2[CH2:23][N:24]2[CH2:29][CH2:28][N:27](C(OC(C)(C)C)=O)[CH2:26][CH2:25]2)=[CH:4][CH:3]=1.FC(F)(F)C(O)=O. The catalyst is C(Cl)Cl. The product is [Cl:1][C:2]1[CH:3]=[CH:4][C:5]([C:8]2[N:9]=[C:10]3[CH:15]=[CH:14][C:13]([C:16]4[CH:17]=[CH:18][CH:19]=[CH:20][CH:21]=4)=[CH:12][N:11]3[C:22]=2[CH2:23][N:24]2[CH2:29][CH2:28][NH:27][CH2:26][CH2:25]2)=[CH:6][CH:7]=1. The yield is 0.820. (7) The reactants are [Br:1][C:2]1[C:3]([CH3:11])=[C:4]([CH:8]=[CH:9][CH:10]=1)[C:5]([OH:7])=[O:6].[C:12](=O)(O)[O-].[Na+].IC. The catalyst is CN(C=O)C. The product is [Br:1][C:2]1[C:3]([CH3:11])=[C:4]([CH:8]=[CH:9][CH:10]=1)[C:5]([O:7][CH3:12])=[O:6]. The yield is 1.00. (8) The reactants are [C:1]([O:4][C:5]1[CH:10]=[C:9]([CH3:11])[C:8]([Br:12])=[C:7]([CH3:13])[CH:6]=1)(=[O:3])[CH3:2].[Br:14]N1C(=O)CCC1=O. The catalyst is C(Cl)(Cl)(Cl)Cl.N(C(C)(C)C#N)=NC(C)(C)C#N. The product is [C:1]([O:4][C:5]1[CH:6]=[C:7]([CH3:13])[C:8]([Br:12])=[C:9]([CH2:11][Br:14])[CH:10]=1)(=[O:3])[CH3:2]. The yield is 0.730. (9) The reactants are [C:1]([O:4][CH2:5][C@@:6]([NH:27][C:28](=[O:30])[CH3:29])([CH3:26])[CH2:7][CH2:8][C:9]1[N:10]([CH3:25])[C:11]([C:14]#[C:15][CH2:16][CH2:17][CH2:18][C:19]2[CH:24]=[CH:23][CH:22]=[CH:21][CH:20]=2)=[CH:12][CH:13]=1)(=[O:3])[CH3:2]. The catalyst is CO.[Pd]. The product is [C:1]([O:4][CH2:5][C@@:6]([NH:27][C:28](=[O:30])[CH3:29])([CH3:26])[CH2:7][CH2:8][C:9]1[N:10]([CH3:25])[C:11]([CH2:14][CH2:15][CH2:16][CH2:17][CH2:18][C:19]2[CH:20]=[CH:21][CH:22]=[CH:23][CH:24]=2)=[CH:12][CH:13]=1)(=[O:3])[CH3:2]. The yield is 0.970.